Dataset: Peptide-MHC class I binding affinity with 185,985 pairs from IEDB/IMGT. Task: Regression. Given a peptide amino acid sequence and an MHC pseudo amino acid sequence, predict their binding affinity value. This is MHC class I binding data. (1) The MHC is HLA-A02:12 with pseudo-sequence HLA-A02:12. The binding affinity (normalized) is 0.0847. The peptide sequence is TPSGKRLQI. (2) The peptide sequence is YLHRDIFDI. The MHC is HLA-B27:05 with pseudo-sequence HLA-B27:05. The binding affinity (normalized) is 0.0847.